This data is from Reaction yield outcomes from USPTO patents with 853,638 reactions. The task is: Predict the reaction yield, written as a fraction of the theoretical maximum amount of product (1.0 means a 100% yield; for example, 0.34 means a 34% yield). The reactants are Cl[C:2]1[N:6]([CH3:7])[N:5]=[CH:4][C:3]=1[NH:8][C:9]([C:11]1[N:12]=[C:13]([C:24]2[C:29]([F:30])=[CH:28][CH:27]=[CH:26][C:25]=2[F:31])[S:14][C:15]=1[NH:16]C(=O)OC(C)(C)C)=[O:10].[O:32]1[C:37](B2OC(C)(C)C(C)(C)O2)=[CH:36][CH2:35][CH2:34][CH2:33]1. No catalyst specified. The product is [NH2:16][C:15]1[S:14][C:13]([C:24]2[C:29]([F:30])=[CH:28][CH:27]=[CH:26][C:25]=2[F:31])=[N:12][C:11]=1[C:9]([NH:8][C:3]1[CH:4]=[N:5][N:6]([CH3:7])[C:2]=1[C:33]1[O:32][CH2:37][CH2:36][CH2:35][CH:34]=1)=[O:10]. The yield is 0.0800.